Dataset: Forward reaction prediction with 1.9M reactions from USPTO patents (1976-2016). Task: Predict the product of the given reaction. (1) Given the reactants [Cl:1][C:2]1[CH:3]=[C:4]([CH:9]2[CH2:13][NH:12][CH2:11][CH:10]2[N:14]([CH3:29])[C:15](=[O:28])[C:16]2[CH:21]=[CH:20][C:19]([O:22][CH3:23])=[C:18]([C:24]([F:27])([F:26])[F:25])[CH:17]=2)[CH:5]=[CH:6][C:7]=1[Cl:8].[CH3:30][C:31]1[N:35]=[C:34]([C:36]2[CH:44]=[CH:43][C:39]([C:40](O)=[O:41])=[CH:38][CH:37]=2)[O:33][N:32]=1, predict the reaction product. The product is: [Cl:1][C:2]1[CH:3]=[C:4]([CH:9]2[CH2:13][N:12]([C:40](=[O:41])[C:39]3[CH:38]=[CH:37][C:36]([C:34]4[O:33][N:32]=[C:31]([CH3:30])[N:35]=4)=[CH:44][CH:43]=3)[CH2:11][CH:10]2[N:14]([CH3:29])[C:15](=[O:28])[C:16]2[CH:21]=[CH:20][C:19]([O:22][CH3:23])=[C:18]([C:24]([F:27])([F:25])[F:26])[CH:17]=2)[CH:5]=[CH:6][C:7]=1[Cl:8]. (2) Given the reactants Br[C:2]1[CH:20]=[CH:19][C:5]([O:6][CH2:7][CH:8]2[CH2:13][CH2:12][N:11]([CH2:14][C:15]([F:18])([CH3:17])[CH3:16])[CH2:10][CH2:9]2)=[C:4]([F:21])[CH:3]=1.[F:22][C:23]1[CH:28]=[C:27]([C:29]([O:31][CH3:32])=[O:30])[CH:26]=[CH:25][C:24]=1B(O)O.C([O-])([O-])=O.[Cs+].[Cs+], predict the reaction product. The product is: [F:22][C:23]1[CH:28]=[C:27]([C:29]([O:31][CH3:32])=[O:30])[CH:26]=[CH:25][C:24]=1[C:2]1[CH:20]=[CH:19][C:5]([O:6][CH2:7][CH:8]2[CH2:13][CH2:12][N:11]([CH2:14][C:15]([F:18])([CH3:17])[CH3:16])[CH2:10][CH2:9]2)=[C:4]([F:21])[CH:3]=1. (3) The product is: [NH2:14][C:9]1[CH:10]=[CH:11][CH:12]=[C:13]2[C:8]=1[C:7](=[O:17])[C:6]1([NH:18][C:19](=[O:29])[C:20]3[CH:25]=[CH:24][C:23]([N+:26]([O-:28])=[O:27])=[CH:22][CH:21]=3)[C:5]3[CH:30]=[CH:31][C:32]([CH:34]([CH3:35])[CH3:36])=[CH:33][C:4]=3[O:3][C:2]12[OH:1]. Given the reactants [OH:1][C:2]12[C:13]3[C:8](=[C:9]([N+:14]([O-])=O)[CH:10]=[CH:11][CH:12]=3)[C:7](=[O:17])[C:6]1([NH:18][C:19](=[O:29])[C:20]1[CH:25]=[CH:24][C:23]([N+:26]([O-:28])=[O:27])=[CH:22][CH:21]=1)[C:5]1[CH:30]=[CH:31][C:32]([CH:34]([CH3:36])[CH3:35])=[CH:33][C:4]=1[O:3]2, predict the reaction product. (4) Given the reactants Cl[CH2:2][C:3]1[S:7][C:6]([C:8]2[CH:13]=[CH:12][C:11]([C:14]([F:17])([F:16])[F:15])=[CH:10][CH:9]=2)=[N:5][C:4]=1[CH3:18].C(=O)([O-])[O-].[Cs+].[Cs+].[F:25][C:26]1[CH:33]=[C:32]([OH:34])[CH:31]=[CH:30][C:27]=1[C:28]#[N:29].COC(C)(C)C, predict the reaction product. The product is: [F:25][C:26]1[CH:33]=[C:32]([O:34][CH2:2][C:3]2[S:7][C:6]([C:8]3[CH:13]=[CH:12][C:11]([C:14]([F:17])([F:16])[F:15])=[CH:10][CH:9]=3)=[N:5][C:4]=2[CH3:18])[CH:31]=[CH:30][C:27]=1[C:28]#[N:29]. (5) Given the reactants Br[C:2]1[CH:3]=[N:4][C:5]([CH2:8][NH:9][CH:10]([CH3:12])[CH3:11])=[N:6][CH:7]=1.[F:13][C:14]1[CH:19]=[C:18]([C:20]([O:22][CH3:23])=[O:21])[C:17]([F:24])=[CH:16][C:15]=1[NH:25][S:26]([C:29]1[CH:34]=[CH:33][C:32](B(O)O)=[CH:31][CH:30]=1)(=[O:28])=[O:27].C(=O)([O-])[O-].[Na+].[Na+], predict the reaction product. The product is: [F:24][C:17]1[CH:16]=[C:15]([NH:25][S:26]([C:29]2[CH:30]=[CH:31][C:32]([C:2]3[CH:3]=[N:4][C:5]([CH2:8][NH:9][CH:10]([CH3:12])[CH3:11])=[N:6][CH:7]=3)=[CH:33][CH:34]=2)(=[O:27])=[O:28])[C:14]([F:13])=[CH:19][C:18]=1[C:20]([O:22][CH3:23])=[O:21]. (6) Given the reactants [Mg].Br[C:3]1[CH:8]=[CH:7][C:6]([C:9]([F:12])([F:11])[F:10])=[CH:5][CH:4]=1.[Si:13](Cl)(Cl)(Cl)Cl.[H-].[Al+3].[Li+].[H-].[H-].[H-], predict the reaction product. The product is: [F:10][C:9]([F:12])([F:11])[C:6]1[CH:7]=[CH:8][C:3]([SiH3:13])=[CH:4][CH:5]=1.